Dataset: HIV replication inhibition screening data with 41,000+ compounds from the AIDS Antiviral Screen. Task: Binary Classification. Given a drug SMILES string, predict its activity (active/inactive) in a high-throughput screening assay against a specified biological target. (1) The molecule is CCCCC(C)(CC=CC1C(O[Si](C)(C)C(C)(C)C)CC(=O)C1C(O)CCCCCC(=O)OC)O[Si](C)(C)C. The result is 0 (inactive). (2) The molecule is Clc1ccc(CSc2nnc3c(n2)[nH]c2ccccc23)cc1. The result is 0 (inactive). (3) The molecule is N#Cc1c(C#N)c(-c2ccco2)n(-c2ccccc2)c1N. The result is 0 (inactive). (4) The molecule is N#Cc1c(-c2ccccc2)[nH]c(=O)n(C2OC(CO)C(O)C(O)C2O)c1=O. The result is 0 (inactive).